Dataset: Merck oncology drug combination screen with 23,052 pairs across 39 cell lines. Task: Regression. Given two drug SMILES strings and cell line genomic features, predict the synergy score measuring deviation from expected non-interaction effect. Cell line: RPMI7951. Drug 2: Cn1c(=O)n(-c2ccc(C(C)(C)C#N)cc2)c2c3cc(-c4cnc5ccccc5c4)ccc3ncc21. Drug 1: O=c1[nH]cc(F)c(=O)[nH]1. Synergy scores: synergy=12.7.